Dataset: Forward reaction prediction with 1.9M reactions from USPTO patents (1976-2016). Task: Predict the product of the given reaction. Given the reactants [CH2:1]([O:3][C:4]([C:6]1[C:7]2[CH2:18][CH:17]([CH2:19][CH2:20][CH2:21][CH3:22])[CH:16](Br)[C:15](=[O:24])[C:8]=2[S:9][C:10]=1[NH:11][C:12](=[O:14])[CH3:13])=[O:5])[CH3:2].[Li+].[Br-], predict the reaction product. The product is: [CH2:1]([O:3][C:4]([C:6]1[C:7]2[CH:18]=[C:17]([CH2:19][CH2:20][CH2:21][CH3:22])[CH:16]=[C:15]([OH:24])[C:8]=2[S:9][C:10]=1[NH:11][C:12](=[O:14])[CH3:13])=[O:5])[CH3:2].